This data is from Full USPTO retrosynthesis dataset with 1.9M reactions from patents (1976-2016). The task is: Predict the reactants needed to synthesize the given product. (1) The reactants are: [CH3:1][NH:2][C:3]1C=[CH:7][C:6]([C:9]2[S:10][C:11]3[CH:17]=[C:16]([OH:18])[CH:15]=[CH:14][C:12]=3[N:13]=2)=[CH:5][CH:4]=1.O(C(OC(C)(C)C)=O)C(OC(C)(C)C)=O.[NH:34]1CCCCC1.[Cl-].[NH4+]. Given the product [CH3:1][NH:2][C:3]1[CH:4]=[CH:5][C:6]([C:9]2[S:10][C:11]3[CH:17]=[C:16]([OH:18])[CH:15]=[CH:14][C:12]=3[N:13]=2)=[CH:7][N:34]=1, predict the reactants needed to synthesize it. (2) Given the product [C:35]([O:34][C:32]([NH:31][CH2:30][CH2:29][CH2:28][N:25]1[CH2:24][CH2:23][CH:22]([N:14]2[CH:13]=[C:12]3[C:17]([NH:18][C:19]4[C:10]([O:11]3)=[CH:9][CH:8]=[C:7]([C:5]([OH:6])=[O:4])[CH:20]=4)=[N:16][C:15]2=[O:21])[CH2:27][CH2:26]1)=[O:33])([CH3:38])([CH3:36])[CH3:37], predict the reactants needed to synthesize it. The reactants are: [Li+].[OH-].C[O:4][C:5]([C:7]1[CH:20]=[C:19]2[C:10]([O:11][C:12]3[CH:17]([NH:18]2)[NH:16][C:15](=[O:21])[N:14]([CH:22]2[CH2:27][CH2:26][N:25]([CH2:28][CH2:29][CH2:30][NH:31][C:32]([O:34][C:35]([CH3:38])([CH3:37])[CH3:36])=[O:33])[CH2:24][CH2:23]2)[CH:13]=3)=[CH:9][CH:8]=1)=[O:6]. (3) Given the product [F:9][C:7]1[CH:6]=[CH:5][C:3]2[N:4]=[C:13]([SH:15])[S:14][C:2]=2[CH:8]=1, predict the reactants needed to synthesize it. The reactants are: Br[C:2]1[CH:8]=[C:7]([F:9])[CH:6]=[CH:5][C:3]=1[NH2:4].C(O[C:13]([S-:15])=[S:14])C.[K+]. (4) Given the product [CH3:41][O:42][CH:43]([CH:46]([CH2:47][CH2:48][CH2:49][CH2:50][CH2:51][CH2:52][CH2:53][CH2:54][CH2:55][CH2:56][CH2:57][CH3:58])[CH2:3][CH2:2][CH3:7])[CH2:44][OH:45], predict the reactants needed to synthesize it. The reactants are: O[C:2]1[CH:7]=CN=C[CH:3]=1.C1(P(C2C=CC=CC=2)C2C=CC=CC=2)C=CC=CC=1.N(C(OC(C)C)=O)=NC(OC(C)C)=O.[CH3:41][O:42][CH:43]([CH2:46][CH2:47][CH2:48][CH2:49][CH2:50][CH2:51][CH2:52][CH2:53][CH2:54][CH2:55][CH2:56][CH2:57][CH2:58]CCC)[CH2:44][OH:45].